From a dataset of Forward reaction prediction with 1.9M reactions from USPTO patents (1976-2016). Predict the product of the given reaction. (1) Given the reactants [C:1]([NH:8][C:9]([NH:18][C:19]([O:21][C:22]([CH3:25])([CH3:24])[CH3:23])=[O:20])=[N:10]S(C(F)(F)F)(=O)=O)([O:3][C:4]([CH3:7])([CH3:6])[CH3:5])=[O:2].C(N(CC)CC)C.N[CH:34]([CH3:65])[CH2:35][O:36][C@@H:37]1[C@:41]([C:43]([CH3:46])([CH3:45])[CH3:44])([OH:42])[C@@H:40]([C:47](=[SiH2:53])[O:48][C:49]([CH3:52])([CH3:51])[CH3:50])[O:39][C@H:38]1[N:54]1[C:64]2[N:63]=[C:61]([NH2:62])[NH:60][C:58](=[O:59])[C:57]=2[N:56]=[CH:55]1, predict the reaction product. The product is: [C:1]([N:8]([CH2:65][CH2:34][CH2:35][O:36][C@@H:37]1[C@:41]([C:43]([CH3:44])([CH3:45])[CH3:46])([OH:42])[C@@H:40]([C:47](=[SiH2:53])[O:48][C:49]([CH3:50])([CH3:51])[CH3:52])[O:39][C@H:38]1[N:54]1[C:64]2[N:63]=[C:61]([NH2:62])[NH:60][C:58](=[O:59])[C:57]=2[N:56]=[CH:55]1)[C:9]([NH2:10])=[N:18][C:19]([O:21][C:22]([CH3:25])([CH3:24])[CH3:23])=[O:20])([O:3][C:4]([CH3:7])([CH3:6])[CH3:5])=[O:2]. (2) Given the reactants [Br:1][C:2]1[CH:3]=[C:4]2[C:9](=[CH:10][CH:11]=1)[N:8]=[CH:7][N:6]=[C:5]2[C:12]1[CH:13]=[C:14]([CH:18]=[CH:19][CH:20]=1)[C:15]([OH:17])=O.CN(C(ON1N=NC2C=CC=CC1=2)=[N+](C)C)C.F[P-](F)(F)(F)(F)F.CCN(C(C)C)C(C)C.[CH3:54][N:55]1[CH2:60][CH2:59][NH:58][CH2:57][CH2:56]1, predict the reaction product. The product is: [Br:1][C:2]1[CH:3]=[C:4]2[C:9](=[CH:10][CH:11]=1)[N:8]=[CH:7][N:6]=[C:5]2[C:12]1[CH:13]=[C:14]([C:15]([N:58]2[CH2:59][CH2:60][N:55]([CH3:54])[CH2:56][CH2:57]2)=[O:17])[CH:18]=[CH:19][CH:20]=1.